Dataset: Catalyst prediction with 721,799 reactions and 888 catalyst types from USPTO. Task: Predict which catalyst facilitates the given reaction. (1) Reactant: [CH2:1]([N:3]([CH2:7][C:8]1([C:14]2[CH:19]=[CH:18][C:17]([O:20][CH2:21][CH2:22][CH2:23][N:24]3[CH2:28][CH2:27][CH2:26][CH2:25]3)=[CH:16][CH:15]=2)[CH2:13][CH2:12][O:11][CH2:10][CH2:9]1)[C:4](=O)[CH3:5])[CH3:2].[H-].[H-].[H-].[H-].[Li+].[Al+3].O.[OH-].[Na+]. Product: [NH3:3].[CH2:1]([N:3]([CH2:7][C:8]1([C:14]2[CH:15]=[CH:16][C:17]([O:20][CH2:21][CH2:22][CH2:23][N:24]3[CH2:25][CH2:26][CH2:27][CH2:28]3)=[CH:18][CH:19]=2)[CH2:9][CH2:10][O:11][CH2:12][CH2:13]1)[CH2:4][CH3:5])[CH3:2]. The catalyst class is: 7. (2) Reactant: [CH2:1]([O:3][C:4]1[CH:5]=[C:6]([C:10]2[CH:11]=[C:12]([N:16]3[C:25]4[C:20](=[CH:21][CH:22]=[CH:23][N:24]=4)[C:19](=[O:26])[C:18]([C:27](O)=[O:28])=[CH:17]3)[CH:13]=[CH:14][CH:15]=2)[CH:7]=[CH:8][CH:9]=1)[CH3:2].S(Cl)(Cl)=O.[CH:34]([NH2:37])([CH3:36])[CH3:35]. Product: [CH:34]([NH:37][C:27]([C:18]1[C:19](=[O:26])[C:20]2[C:25](=[N:24][CH:23]=[CH:22][CH:21]=2)[N:16]([C:12]2[CH:13]=[CH:14][CH:15]=[C:10]([C:6]3[CH:7]=[CH:8][CH:9]=[C:4]([O:3][CH2:1][CH3:2])[CH:5]=3)[CH:11]=2)[CH:17]=1)=[O:28])([CH3:36])[CH3:35]. The catalyst class is: 7. (3) Product: [F:1][C:2]1[CH:3]=[CH:4][C:5]([C:8]2[O:12][N:11]=[C:10]([C:13]([NH:41][CH2:42][CH2:43][CH2:44][CH2:45][C:46]([O:48][CH3:49])=[O:47])=[O:15])[CH:9]=2)=[CH:6][CH:7]=1. The catalyst class is: 3. Reactant: [F:1][C:2]1[CH:7]=[CH:6][C:5]([C:8]2[O:12][N:11]=[C:10]([C:13]([OH:15])=O)[CH:9]=2)=[CH:4][CH:3]=1.CN(C(ON1N=NC2C=CC=NC1=2)=[N+](C)C)C.F[P-](F)(F)(F)(F)F.Cl.[NH2:41][CH2:42][CH2:43][CH2:44][CH2:45][C:46]([O:48][CH3:49])=[O:47].CCN(C(C)C)C(C)C.